Dataset: Full USPTO retrosynthesis dataset with 1.9M reactions from patents (1976-2016). Task: Predict the reactants needed to synthesize the given product. (1) Given the product [CH2:1]([O:4][C:5](=[O:18])[C:6]1[C:7]([O:17][CH2:20][C:21]2[CH:22]=[CH:23][C:24]([O:25][CH2:26][CH2:27][C:28]3[N:29]=[C:30]([C:34]4[CH:39]=[CH:38][CH:37]=[CH:36][CH:35]=4)[O:31][C:32]=3[CH3:33])=[CH:40][CH:41]=2)=[CH:8][C:9]([O:13][CH2:14][CH2:15][CH3:16])=[CH:10][C:11]=1[CH3:12])[CH:2]=[CH2:3], predict the reactants needed to synthesize it. The reactants are: [CH2:1]([O:4][C:5](=[O:18])[C:6]1[C:11]([CH3:12])=[CH:10][C:9]([O:13][CH2:14][CH2:15][CH3:16])=[CH:8][C:7]=1[OH:17])[CH:2]=[CH2:3].Br[CH2:20][C:21]1[CH:41]=[CH:40][C:24]([O:25][CH2:26][CH2:27][C:28]2[N:29]=[C:30]([C:34]3[CH:39]=[CH:38][CH:37]=[CH:36][CH:35]=3)[O:31][C:32]=2[CH3:33])=[CH:23][CH:22]=1.C(=O)([O-])[O-].[K+].[K+]. (2) Given the product [C:1]([N:8]1[CH2:13][CH2:12][CH:11]([N:14]2[C:15]3[N:16]=[C:17]([Cl:28])[N:18]=[C:19]([N:22]4[CH2:23][CH2:24][O:25][CH2:26][CH2:27]4)[C:20]=3[N:21]=[N:29]2)[CH2:10][CH2:9]1)([O:3][C:4]([CH3:7])([CH3:6])[CH3:5])=[O:2], predict the reactants needed to synthesize it. The reactants are: [C:1]([N:8]1[CH2:13][CH2:12][CH:11]([NH:14][C:15]2[C:20]([NH2:21])=[C:19]([N:22]3[CH2:27][CH2:26][O:25][CH2:24][CH2:23]3)[N:18]=[C:17]([Cl:28])[N:16]=2)[CH2:10][CH2:9]1)([O:3][C:4]([CH3:7])([CH3:6])[CH3:5])=[O:2].[N:29]([O-])=O.[Na+]. (3) Given the product [CH3:1][CH2:2][CH2:3][CH2:4][CH2:5][N:6]([CH2:8][CH2:9][C:10]([P:16]([O-:19])([OH:18])=[O:17])([P:12]([OH:15])([OH:14])=[O:13])[OH:11])[CH3:7].[Na+:21], predict the reactants needed to synthesize it. The reactants are: [CH3:1][CH2:2][CH2:3][CH2:4][CH2:5][N:6]([CH2:8][CH2:9][C:10]([P:16]([OH:19])([OH:18])=[O:17])([P:12]([OH:15])([OH:14])=[O:13])[OH:11])[CH3:7].[OH-].[Na+:21].CC(O)C. (4) Given the product [CH3:1][N:2]([CH3:4])[CH2:3][C:9]1[C:8]2[C:12](=[CH:13][CH:14]=[CH:15][C:7]=2[CH3:6])[NH:11][CH:10]=1, predict the reactants needed to synthesize it. The reactants are: [CH3:1][NH:2][CH3:3].[CH2:4]=O.[CH3:6][C:7]1[CH:15]=[CH:14][CH:13]=[C:12]2[C:8]=1[CH:9]=[CH:10][NH:11]2.[OH-].[Na+]. (5) Given the product [F:14][C:15]1[CH:23]=[CH:22][C:18]([CH2:19][CH2:20][NH:21][C:9]([C:8]2[CH:12]=[CH:13][C:5]([S:2]([Cl:1])(=[O:4])=[O:3])=[CH:6][CH:7]=2)=[O:10])=[CH:17][CH:16]=1, predict the reactants needed to synthesize it. The reactants are: [Cl:1][S:2]([C:5]1[CH:13]=[CH:12][C:8]([C:9](Cl)=[O:10])=[CH:7][CH:6]=1)(=[O:4])=[O:3].[F:14][C:15]1[CH:23]=[CH:22][C:18]([CH2:19][CH2:20][NH2:21])=[CH:17][CH:16]=1. (6) Given the product [Cl:2][C:3]1[CH:4]=[C:5]([C:13]2[N:17]=[C:16]([C:18]3[CH:23]=[CH:22][C:21]([NH:24][C@H:25]4[CH2:29][CH2:28][CH2:27][C@@H:26]4[C:30]([OH:32])=[O:31])=[CH:20][CH:19]=3)[O:15][N:14]=2)[CH:6]=[CH:7][C:8]=1[O:9][CH:10]([CH3:12])[CH3:11].[Cl:34][C:35]1[CH:36]=[C:37]([C:45]2[N:49]=[C:48]([C:50]3[CH:55]=[CH:54][C:53]([NH:56][C@@H:57]4[CH2:61][CH2:60][CH2:59][C@H:58]4[C:62]([OH:64])=[O:63])=[CH:52][CH:51]=3)[O:47][N:46]=2)[CH:38]=[CH:39][C:40]=1[O:41][CH:42]([CH3:44])[CH3:43], predict the reactants needed to synthesize it. The reactants are: [Na].[Cl:2][C:3]1[CH:4]=[C:5]([C:13]2[N:17]=[C:16]([C:18]3[CH:23]=[CH:22][C:21]([NH:24][C@@H:25]4[CH2:29][CH2:28][CH2:27][C@@H:26]4[C:30]([O:32]C)=[O:31])=[CH:20][CH:19]=3)[O:15][N:14]=2)[CH:6]=[CH:7][C:8]=1[O:9][CH:10]([CH3:12])[CH3:11].[Cl:34][C:35]1[CH:36]=[C:37]([C:45]2[N:49]=[C:48]([C:50]3[CH:55]=[CH:54][C:53]([NH:56][C@H:57]4[CH2:61][CH2:60][CH2:59][C@H:58]4[C:62]([O:64]C)=[O:63])=[CH:52][CH:51]=3)[O:47][N:46]=2)[CH:38]=[CH:39][C:40]=1[O:41][CH:42]([CH3:44])[CH3:43].O. (7) Given the product [CH3:1][O:2][C:3]([C:5]1[N:6]([N:23]=[CH:29][C:26]2[CH:27]=[CH:28][O:24][CH:25]=2)[C:7](=[O:22])[C:8]2[C:13]([C:14]=1[C:15]1[CH:20]=[CH:19][CH:18]=[CH:17][CH:16]=1)=[CH:12][C:11]([Cl:21])=[CH:10][CH:9]=2)=[O:4], predict the reactants needed to synthesize it. The reactants are: [CH3:1][O:2][C:3]([C:5]1[N:6]([NH2:23])[C:7](=[O:22])[C:8]2[C:13]([C:14]=1[C:15]1[CH:20]=[CH:19][CH:18]=[CH:17][CH:16]=1)=[CH:12][C:11]([Cl:21])=[CH:10][CH:9]=2)=[O:4].[O:24]1[CH:28]=[CH:27][C:26]([CH:29]=O)=[CH:25]1.